Dataset: Reaction yield outcomes from USPTO patents with 853,638 reactions. Task: Predict the reaction yield, written as a fraction of the theoretical maximum amount of product (1.0 means a 100% yield; for example, 0.34 means a 34% yield). The reactants are C(Cl)(=O)C(Cl)=O.[CH3:7][C:8]1[O:9][C:10]2[CH:16]=[C:15]([C:17]([OH:19])=O)[CH:14]=[C:13]([O:20][CH2:21][CH:22]([CH3:24])[CH3:23])[C:11]=2[CH:12]=1.[NH2:25][C:26]1[CH:31]=[CH:30][C:29]([C:32]([O:34][CH3:35])=[O:33])=[CH:28][N:27]=1. The catalyst is C(Cl)Cl. The product is [CH3:7][C:8]1[O:9][C:10]2[CH:16]=[C:15]([C:17](=[O:19])[NH:25][C:26]3[CH:31]=[CH:30][C:29]([C:32]([O:34][CH3:35])=[O:33])=[CH:28][N:27]=3)[CH:14]=[C:13]([O:20][CH2:21][CH:22]([CH3:24])[CH3:23])[C:11]=2[CH:12]=1. The yield is 0.495.